From a dataset of Catalyst prediction with 721,799 reactions and 888 catalyst types from USPTO. Predict which catalyst facilitates the given reaction. (1) Reactant: Cl[C:2]1[N:9]=[C:8]([C:10]2[CH:15]=[CH:14][CH:13]=[CH:12][CH:11]=2)[C:7]([C:16]2[CH:21]=[CH:20][C:19](=[O:22])[N:18]([CH:23]([CH3:25])[CH3:24])[N:17]=2)=[CH:6][C:3]=1[C:4]#[N:5].[NH3:26].O1CCOCC1. Product: [NH2:26][C:2]1[N:9]=[C:8]([C:10]2[CH:15]=[CH:14][CH:13]=[CH:12][CH:11]=2)[C:7]([C:16]2[CH:21]=[CH:20][C:19](=[O:22])[N:18]([CH:23]([CH3:25])[CH3:24])[N:17]=2)=[CH:6][C:3]=1[C:4]#[N:5]. The catalyst class is: 238. (2) Reactant: [F:1][C:2]1[CH:3]=[CH:4][C:5]2[O:9][CH2:8][C:7](=O)[C:6]=2[CH:11]=1.[CH2:12]([O:14][C:15]([N:17]1[CH2:22][CH2:21][NH:20][CH2:19][CH2:18]1)=[O:16])[CH3:13]. Product: [CH2:12]([O:14][C:15]([N:17]1[CH2:18][CH2:19][N:20]([C:7]2[C:6]3[CH:11]=[C:2]([F:1])[CH:3]=[CH:4][C:5]=3[O:9][CH:8]=2)[CH2:21][CH2:22]1)=[O:16])[CH3:13]. The catalyst class is: 388.